Dataset: Reaction yield outcomes from USPTO patents with 853,638 reactions. Task: Predict the reaction yield, written as a fraction of the theoretical maximum amount of product (1.0 means a 100% yield; for example, 0.34 means a 34% yield). (1) The reactants are Cl.FC1C=C(C=CC=1)CN1C=C(C2C3C(=NC=C(C4C=CC(C5CCNCC5)=CC=4)C=3)N(S(C3C=CC(C)=CC=3)(=O)=O)C=2)C=N1.[F:46][C:47]1[CH:48]=[C:49]([CH:94]=[C:95]([F:97])[CH:96]=1)[CH2:50][N:51]1[CH:55]=[CH:54][C:53]([C:56]2[C:64]3[C:59](=[N:60][CH:61]=[C:62]([C:65]4[CH:70]=[CH:69][C:68]([N:71]5[CH2:76][CH2:75][N:74]([C:77]([O:79][C:80]([CH3:83])([CH3:82])[CH3:81])=[O:78])[CH2:73][CH2:72]5)=[CH:67][CH:66]=4)[CH:63]=3)[N:58](S(C3C=CC(C)=CC=3)(=O)=O)[CH:57]=2)=[N:52]1.[OH-].[Li+]. The catalyst is C1COCC1.CO.O. The product is [F:97][C:95]1[CH:94]=[C:49]([CH:48]=[C:47]([F:46])[CH:96]=1)[CH2:50][N:51]1[CH:55]=[CH:54][C:53]([C:56]2[C:64]3[C:59](=[N:60][CH:61]=[C:62]([C:65]4[CH:66]=[CH:67][C:68]([N:71]5[CH2:72][CH2:73][N:74]([C:77]([O:79][C:80]([CH3:83])([CH3:82])[CH3:81])=[O:78])[CH2:75][CH2:76]5)=[CH:69][CH:70]=4)[CH:63]=3)[NH:58][CH:57]=2)=[N:52]1. The yield is 0.346. (2) The reactants are [Cl:1][C:2]1[CH:13]=[CH:12][C:5]([C:6](N(OC)C)=[O:7])=[C:4]([NH:14][C:15]2[CH:20]=[CH:19][CH:18]=[CH:17][CH:16]=2)[CH:3]=1.[CH2:21]([Mg]Br)[CH3:22]. The catalyst is O1CCCC1. The product is [Cl:1][C:2]1[CH:13]=[CH:12][C:5]([C:6](=[O:7])[CH2:21][CH3:22])=[C:4]([NH:14][C:15]2[CH:20]=[CH:19][CH:18]=[CH:17][CH:16]=2)[CH:3]=1. The yield is 0.929.